This data is from NCI-60 drug combinations with 297,098 pairs across 59 cell lines. The task is: Regression. Given two drug SMILES strings and cell line genomic features, predict the synergy score measuring deviation from expected non-interaction effect. (1) Drug 1: CC1=C(C=C(C=C1)NC2=NC=CC(=N2)N(C)C3=CC4=NN(C(=C4C=C3)C)C)S(=O)(=O)N.Cl. Drug 2: CC1C(C(=O)NC(C(=O)N2CCCC2C(=O)N(CC(=O)N(C(C(=O)O1)C(C)C)C)C)C(C)C)NC(=O)C3=C4C(=C(C=C3)C)OC5=C(C(=O)C(=C(C5=N4)C(=O)NC6C(OC(=O)C(N(C(=O)CN(C(=O)C7CCCN7C(=O)C(NC6=O)C(C)C)C)C)C(C)C)C)N)C. Cell line: SK-MEL-2. Synergy scores: CSS=1.60, Synergy_ZIP=8.61, Synergy_Bliss=15.1, Synergy_Loewe=9.22, Synergy_HSA=10.3. (2) Drug 1: CN(C)C1=NC(=NC(=N1)N(C)C)N(C)C. Drug 2: CC1C(C(CC(O1)OC2CC(CC3=C2C(=C4C(=C3O)C(=O)C5=CC=CC=C5C4=O)O)(C(=O)C)O)N)O. Cell line: PC-3. Synergy scores: CSS=43.5, Synergy_ZIP=-3.52, Synergy_Bliss=-4.94, Synergy_Loewe=-27.6, Synergy_HSA=-1.32. (3) Drug 1: COC1=NC(=NC2=C1N=CN2C3C(C(C(O3)CO)O)O)N. Drug 2: CC12CCC3C(C1CCC2OP(=O)(O)O)CCC4=C3C=CC(=C4)OC(=O)N(CCCl)CCCl.[Na+]. Cell line: MDA-MB-231. Synergy scores: CSS=-2.56, Synergy_ZIP=1.39, Synergy_Bliss=-0.0688, Synergy_Loewe=-1.99, Synergy_HSA=-2.17.